From a dataset of Reaction yield outcomes from USPTO patents with 853,638 reactions. Predict the reaction yield, written as a fraction of the theoretical maximum amount of product (1.0 means a 100% yield; for example, 0.34 means a 34% yield). (1) The reactants are [Li+].[OH-].C[O:4][C:5](=[O:45])[CH:6]([N:18]1[CH2:23][CH2:22][N:21]([C:24](=[O:42])[CH:25]([NH:34][C:35]([O:37][C:38]([CH3:41])([CH3:40])[CH3:39])=[O:36])[CH2:26][C:27]2[CH:32]=[CH:31][C:30]([F:33])=[CH:29][CH:28]=2)[CH:20]([CH2:43][CH3:44])[CH2:19]1)[CH2:7][C:8]1[CH:17]=[CH:16][C:15]2[C:10](=[CH:11][CH:12]=[CH:13][CH:14]=2)[CH:9]=1.Cl. The catalyst is C1COCC1.O. The product is [C:38]([O:37][C:35]([NH:34][CH:25]([CH2:26][C:27]1[CH:32]=[CH:31][C:30]([F:33])=[CH:29][CH:28]=1)[C:24]([N:21]1[CH2:22][CH2:23][N:18]([CH:6]([CH2:7][C:8]2[CH:17]=[CH:16][C:15]3[C:10](=[CH:11][CH:12]=[CH:13][CH:14]=3)[CH:9]=2)[C:5]([OH:45])=[O:4])[CH2:19][CH:20]1[CH2:43][CH3:44])=[O:42])=[O:36])([CH3:39])([CH3:40])[CH3:41]. The yield is 0.980. (2) The reactants are Cl[C:2]1[N:3]=[N:4][C:5]([Cl:9])=[CH:6][C:7]=1[CH3:8].[OH-].[NH4+].ClC1N=[N:17]C(N)=CC=1C. No catalyst specified. The product is [Cl:9][C:5]1[N:4]=[N:3][C:2]([NH2:17])=[C:7]([CH3:8])[CH:6]=1. The yield is 0.850. (3) The reactants are [CH3:1][O:2][C:3]([C:5]1[CH:6]=[C:7](B(O)O)[CH:8]=[CH:9][CH:10]=1)=[O:4].Br[C:15]1[CH:20]=[CH:19][N:18]=[CH:17][CH:16]=1.C([O-])([O-])=O.[K+].[K+].O1CCOCC1. The catalyst is C1C=CC(P(C2C=CC=CC=2)[C-]2C=CC=C2)=CC=1.C1C=CC(P(C2C=CC=CC=2)[C-]2C=CC=C2)=CC=1.Cl[Pd]Cl.[Fe+2].O. The product is [N:18]1[CH:19]=[CH:20][C:15]([C:7]2[CH:6]=[C:5]([CH:10]=[CH:9][CH:8]=2)[C:3]([O:2][CH3:1])=[O:4])=[CH:16][CH:17]=1. The yield is 0.900. (4) The reactants are Br[C:2]1[CH:3]=[N:4][CH:5]=[C:6]([O:8][CH:9]([CH3:11])[CH3:10])[CH:7]=1.[CH3:12][N:13](C(OC(C)(C)C)=O)[C@H:14]([CH2:16][CH:17]=[CH2:18])[CH3:15].C([O-])([O-])=O.[K+].[K+].[OH:32][C:33]1[CH:41]=[CH:40][C:36]([C:37]([OH:39])=[O:38])=[CH:35][CH:34]=1. The catalyst is C([O-])(=O)C.[Pd+2].C([O-])(=O)C.C1(C)C=CC=CC=1P(C1C=CC=CC=1C)C1C=CC=CC=1C.CN(C=O)C. The product is [OH:32][C:33]1[CH:41]=[CH:40][C:36]([C:37]([OH:39])=[O:38])=[CH:35][CH:34]=1.[CH3:12][NH:13][C@H:14]([CH2:16]/[CH:17]=[CH:18]/[C:2]1[CH:3]=[N:4][CH:5]=[C:6]([O:8][CH:9]([CH3:11])[CH3:10])[CH:7]=1)[CH3:15]. The yield is 0.616. (5) The reactants are S([O-])([O-])(=O)=O.[Na+].[Na+].Cl[C:9](Cl)(Cl)[CH:10]([OH:12])O.Cl.NO.[Br:18][C:19]1[CH:20]=[CH:21][C:22]2[CH2:28][CH2:27][CH2:26][CH2:25][NH:24][C:23]=2[CH:29]=1.[OH2:30]. The catalyst is C(O)C.Cl. The product is [Br:18][C:19]1[C:29]2[C:9](=[O:30])[C:10](=[O:12])[CH:21]=[C:22]3[CH2:28][CH2:27][CH2:26][CH2:25][N:24]([C:23]=23)[CH:20]=1. The yield is 0.570. (6) The reactants are [CH2:1]([C:3]1[S:26][C:6]2[N:7]=[C:8]([CH2:24]O)[N:9]=[C:10]([N:11]3[CH2:16][CH2:15][N:14]4[C:17]([C:20]([F:23])([F:22])[F:21])=[N:18][N:19]=[C:13]4[CH2:12]3)[C:5]=2[CH:4]=1)[CH3:2].C1(C)C=CC(S([Cl:36])(=O)=O)=CC=1.C(N(CC)CC)C. The catalyst is ClCCl. The product is [Cl:36][CH2:24][C:8]1[N:9]=[C:10]([N:11]2[CH2:16][CH2:15][N:14]3[C:17]([C:20]([F:23])([F:22])[F:21])=[N:18][N:19]=[C:13]3[CH2:12]2)[C:5]2[CH:4]=[C:3]([CH2:1][CH3:2])[S:26][C:6]=2[N:7]=1. The yield is 0.770. (7) The reactants are Cl[CH2:2][C:3]1[N:4]=[C:5]([C:9]2[CH:14]=[CH:13][CH:12]=[CH:11][CH:10]=2)[S:6][C:7]=1[CH3:8].[OH:15][C:16]1[CH:42]=[CH:41][C:19]([C:20]([C:22]2[CH:38]=[CH:37][C:36]([O:39][CH3:40])=[CH:35][C:23]=2[O:24][C:25]([CH3:34])([CH3:33])[C:26]([O:28]C(C)(C)C)=[O:27])=[O:21])=[CH:18][CH:17]=1.C(=O)([O-])[O-].[K+].[K+].CN(C)C=O. The catalyst is O. The product is [CH3:40][O:39][C:36]1[CH:37]=[CH:38][C:22]([C:20](=[O:21])[C:19]2[CH:18]=[CH:17][C:16]([O:15][CH2:2][C:3]3[N:4]=[C:5]([C:9]4[CH:14]=[CH:13][CH:12]=[CH:11][CH:10]=4)[S:6][C:7]=3[CH3:8])=[CH:42][CH:41]=2)=[C:23]([CH:35]=1)[O:24][C:25]([CH3:34])([CH3:33])[C:26]([OH:28])=[O:27]. The yield is 0.830.